From a dataset of Reaction yield outcomes from USPTO patents with 853,638 reactions. Predict the reaction yield, written as a fraction of the theoretical maximum amount of product (1.0 means a 100% yield; for example, 0.34 means a 34% yield). The reactants are Br[C:2]1[CH:9]=[CH:8][CH:7]=[C:6]([N:10]2[C:22](=[O:23])[C:21]3[S:20][C:19]4[CH2:18][CH2:17][CH2:16][CH2:15][C:14]=4[C:13]=3[CH:12]=[N:11]2)[C:3]=1[CH:4]=[O:5].[CH3:24][N:25]1[CH:30]=[C:29](B2OC(C)(C)C(C)(C)O2)[CH:28]=[C:27]([NH:40][C:41]2[CH:46]=[CH:45][C:44]([N:47]3[CH2:52][CH2:51][N:50]([CH:53]4[CH2:56][O:55][CH2:54]4)[CH2:49][C@@H:48]3[CH3:57])=[CH:43][N:42]=2)[C:26]1=[O:58].C([O-])(=O)C.[Na+].[O-]P([O-])([O-])=O.[K+].[K+].[K+]. The catalyst is C1C=CC(P(C2C=CC=CC=2)[C-]2C=CC=C2)=CC=1.C1C=CC(P(C2C=CC=CC=2)[C-]2C=CC=C2)=CC=1.Cl[Pd]Cl.[Fe+2].C(#N)C. The product is [CH3:24][N:25]1[C:26](=[O:58])[C:27]([NH:40][C:41]2[CH:46]=[CH:45][C:44]([N:47]3[CH2:52][CH2:51][N:50]([CH:53]4[CH2:54][O:55][CH2:56]4)[CH2:49][C@@H:48]3[CH3:57])=[CH:43][N:42]=2)=[CH:28][C:29]([C:2]2[CH:9]=[CH:8][CH:7]=[C:6]([N:10]3[C:22](=[O:23])[C:21]4[S:20][C:19]5[CH2:18][CH2:17][CH2:16][CH2:15][C:14]=5[C:13]=4[CH:12]=[N:11]3)[C:3]=2[CH:4]=[O:5])=[CH:30]1. The yield is 0.460.